This data is from Full USPTO retrosynthesis dataset with 1.9M reactions from patents (1976-2016). The task is: Predict the reactants needed to synthesize the given product. (1) Given the product [CH2:13]([O:12][C:10]([CH:7]1[CH2:8][CH2:9][C:4](=[O:3])[CH:5]([Br:1])[CH2:6]1)=[O:11])[CH3:14], predict the reactants needed to synthesize it. The reactants are: [Br:1]Br.[O:3]=[C:4]1[CH2:9][CH2:8][CH:7]([C:10]([O:12][CH2:13][CH3:14])=[O:11])[CH2:6][CH2:5]1.OS([O-])=O.[Na+]. (2) Given the product [NH2:1][C:2]1[N:6]([CH3:7])[CH:5]=[N:4][C:3]=1[C:8]([NH2:9])=[O:11], predict the reactants needed to synthesize it. The reactants are: [NH2:1][C:2]1[N:6]([CH3:7])[CH:5]=[N:4][C:3]=1[C:8]#[N:9].S(=O)(=O)(O)[OH:11]. (3) Given the product [Cl:3][C:4]1[N:9]=[CH:8][N:7]=[C:6]([C:10]([C:12]2[CH:21]=[C:20]([CH3:22])[C:15]3[N:16]([CH2:23][CH3:24])[C:17](=[O:19])[O:18][C:14]=3[CH:13]=2)=[O:11])[CH:5]=1, predict the reactants needed to synthesize it. The reactants are: [H-].[Na+].[Cl:3][C:4]1[N:9]=[CH:8][N:7]=[C:6]([C:10]([C:12]2[CH:21]=[C:20]([CH3:22])[C:15]3[NH:16][C:17](=[O:19])[O:18][C:14]=3[CH:13]=2)=[O:11])[CH:5]=1.[CH2:23](I)[CH3:24]. (4) Given the product [F:34][C:2]([F:1])([F:33])[O:3][C:4]1[CH:5]=[CH:6][C:7]([CH2:8][NH:9][C:10]([C@H:12]2[CH2:17][N:16]([C:36]3[S:37][C:38]4[C:43]([Cl:44])=[N:42][C:41]([CH:45]5[CH2:46][CH2:47]5)=[N:40][C:39]=4[N:48]=3)[CH2:15][CH2:14][N:13]2[S:18]([C:21]2[CH:26]=[CH:25][C:24]([C:27]([F:28])([F:29])[F:30])=[CH:23][CH:22]=2)(=[O:20])=[O:19])=[O:11])=[CH:31][CH:32]=1, predict the reactants needed to synthesize it. The reactants are: [F:1][C:2]([F:34])([F:33])[O:3][C:4]1[CH:32]=[CH:31][C:7]([CH2:8][NH:9][C:10]([C@H:12]2[CH2:17][NH:16][CH2:15][CH2:14][N:13]2[S:18]([C:21]2[CH:26]=[CH:25][C:24]([C:27]([F:30])([F:29])[F:28])=[CH:23][CH:22]=2)(=[O:20])=[O:19])=[O:11])=[CH:6][CH:5]=1.Cl[C:36]1[S:37][C:38]2[C:43]([Cl:44])=[N:42][C:41]([CH:45]3[CH2:47][CH2:46]3)=[N:40][C:39]=2[N:48]=1.C(N(CC)C(C)C)(C)C. (5) The reactants are: Cl[C:2]1[CH:24]=[C:23]([Cl:25])[CH:22]=[CH:21][C:3]=1[CH2:4][NH:5][C:6]([C:8]1[C:9](=[O:20])[NH:10][N:11]=[C:12]([C:14]2[CH:19]=[CH:18][N:17]=[CH:16][CH:15]=2)[CH:13]=1)=[O:7].O=C1C(C(O)=O)=CC(C2C=CN=CC=2)=NN1.C(Cl)(=O)C(Cl)=O.ClC1C=CC(CN)=CC=1. Given the product [Cl:25][C:23]1[CH:24]=[CH:2][C:3]([CH2:4][NH:5][C:6]([C:8]2[C:9](=[O:20])[NH:10][N:11]=[C:12]([C:14]3[CH:19]=[CH:18][N:17]=[CH:16][CH:15]=3)[CH:13]=2)=[O:7])=[CH:21][CH:22]=1, predict the reactants needed to synthesize it. (6) Given the product [CH3:19][N:11]([C:3]1[CH:4]=[C:5]([N+:8]([O-:10])=[O:9])[CH:6]=[CH:7][C:2]=1[CH3:1])[C:12](=[O:18])[O:13][C:14]([CH3:15])([CH3:17])[CH3:16], predict the reactants needed to synthesize it. The reactants are: [CH3:1][C:2]1[CH:7]=[CH:6][C:5]([N+:8]([O-:10])=[O:9])=[CH:4][C:3]=1[NH:11][C:12](=[O:18])[O:13][C:14]([CH3:17])([CH3:16])[CH3:15].[C:19]([O-])([O-])=O.[Cs+].[Cs+].CI.